From a dataset of Peptide-MHC class II binding affinity with 134,281 pairs from IEDB. Regression. Given a peptide amino acid sequence and an MHC pseudo amino acid sequence, predict their binding affinity value. This is MHC class II binding data. (1) The peptide sequence is SRKRRSHDVLTVQFL. The MHC is DRB3_0301 with pseudo-sequence DRB3_0301. The binding affinity (normalized) is 0.517. (2) The peptide sequence is AMRVTKDTNDNNLYK. The MHC is DRB1_0802 with pseudo-sequence DRB1_0802. The binding affinity (normalized) is 0.388. (3) The peptide sequence is ELQHIILNASYITPY. The MHC is DRB1_0401 with pseudo-sequence DRB1_0401. The binding affinity (normalized) is 0.997. (4) The peptide sequence is AAAGAEAGKATTEEQ. The MHC is DRB4_0101 with pseudo-sequence DRB4_0103. The binding affinity (normalized) is 0.